This data is from Forward reaction prediction with 1.9M reactions from USPTO patents (1976-2016). The task is: Predict the product of the given reaction. (1) Given the reactants Cl[C:2]1[C:3]([NH2:9])=[N:4][CH:5]=[N:6][C:7]=1Cl.[NH2:10][CH:11]1[C:14]2([CH2:19][CH2:18][N:17]([C:20]([O:22]C(C)(C)C)=O)[CH2:16][CH2:15]2)[CH2:13][CH2:12]1.[O:27]([C:34]1[CH:39]=[CH:38][C:37](B(O)O)=[CH:36][CH:35]=1)[C:28]1[CH:33]=[CH:32][CH:31]=[CH:30][CH:29]=1.[C:43](Cl)(=O)[CH:44]=C, predict the reaction product. The product is: [NH2:9][C:3]1[N:4]=[CH:5][N:6]=[C:7]([NH:10][CH:11]2[C:14]3([CH2:15][CH2:16][N:17]([C:20](=[O:22])[CH:43]=[CH2:44])[CH2:18][CH2:19]3)[CH2:13][CH2:12]2)[C:2]=1[C:31]1[CH:32]=[CH:33][C:28]([O:27][C:34]2[CH:39]=[CH:38][CH:37]=[CH:36][CH:35]=2)=[CH:29][CH:30]=1. (2) Given the reactants [Cl:1][C:2]1[CH:7]=[CH:6][C:5]([CH:8]([CH2:13]O)[C:9]([O:11][CH3:12])=[O:10])=[CH:4][CH:3]=1.CS(Cl)(=O)=O, predict the reaction product. The product is: [Cl:1][C:2]1[CH:3]=[CH:4][C:5]([C:8](=[CH2:13])[C:9]([O:11][CH3:12])=[O:10])=[CH:6][CH:7]=1.